This data is from Peptide-MHC class I binding affinity with 185,985 pairs from IEDB/IMGT. The task is: Regression. Given a peptide amino acid sequence and an MHC pseudo amino acid sequence, predict their binding affinity value. This is MHC class I binding data. (1) The peptide sequence is NHINVHLSL. The MHC is Mamu-A07 with pseudo-sequence Mamu-A07. The binding affinity (normalized) is 1.00. (2) The peptide sequence is AYCLSTGCVVI. The MHC is Patr-A0901 with pseudo-sequence Patr-A0901. The binding affinity (normalized) is 0.263.